Dataset: Full USPTO retrosynthesis dataset with 1.9M reactions from patents (1976-2016). Task: Predict the reactants needed to synthesize the given product. (1) The reactants are: [O:1]=[S:2]1(=[O:26])[C:8]2[CH:9]=[C:10]([OH:13])[CH:11]=[CH:12][C:7]=2[N:6]([C:14]2[CH:19]=[CH:18][CH:17]=[CH:16][CH:15]=2)[CH2:5][C:4]([CH2:22][CH2:23][CH2:24][CH3:25])([CH2:20][CH3:21])[CH2:3]1.Br[CH2:28][C:29]([O:31][CH2:32][CH3:33])=[O:30].C(=O)([O-])[O-].[Na+].[Na+]. Given the product [O:26]=[S:2]1(=[O:1])[C:8]2[CH:9]=[C:10]([O:13][CH2:28][C:29]([O:31][CH2:32][CH3:33])=[O:30])[CH:11]=[CH:12][C:7]=2[N:6]([C:14]2[CH:19]=[CH:18][CH:17]=[CH:16][CH:15]=2)[CH2:5][C:4]([CH2:22][CH2:23][CH2:24][CH3:25])([CH2:20][CH3:21])[CH2:3]1, predict the reactants needed to synthesize it. (2) Given the product [Br:21][C:10]1[C:11]([O:12][CH3:13])=[C:2]([CH3:1])[CH:3]=[C:4]2[C:9]=1[N:8]=[CH:7][CH:6]=[CH:5]2, predict the reactants needed to synthesize it. The reactants are: [CH3:1][C:2]1[CH:3]=[C:4]2[C:9](=[CH:10][C:11]=1[O:12][CH3:13])[N:8]=[CH:7][CH:6]=[CH:5]2.C1C(=O)N([Br:21])C(=O)C1. (3) Given the product [ClH:27].[CH3:19][N:18]1[CH:12]2[CH2:11][NH:10][CH2:17][CH:16]1[CH2:15][O:14][CH2:13]2, predict the reactants needed to synthesize it. The reactants are: C1(S([N:10]2[CH2:17][CH:16]3[N:18]([CH3:19])[CH:12]([CH2:13][O:14][CH2:15]3)[CH2:11]2)(=O)=O)C=CC=CC=1.C1(C)C=CC=CC=1.[ClH:27]. (4) The reactants are: [Cl:1][C:2]1[CH:7]=[CH:6][C:5]([CH:8]([NH:14][C:15]2[CH:16]=[C:17]([CH3:25])[C:18]3[N:19]([C:21]([CH3:24])=[N:22][N:23]=3)[CH:20]=2)[C:9]([O:11][CH2:12][CH3:13])=[O:10])=[CH:4][CH:3]=1.[CH3:26][O:27][C:28]1[C:33]([C:34](=[O:43])[CH2:35][C:36](=[O:42])SC(C)(C)C)=[CH:32][CH:31]=[CH:30][N:29]=1. Given the product [Cl:1][C:2]1[CH:7]=[CH:6][C:5]([CH:8]([N:14]([C:15]2[CH:16]=[C:17]([CH3:25])[C:18]3[N:19]([C:21]([CH3:24])=[N:22][N:23]=3)[CH:20]=2)[C:36](=[O:42])[CH2:35][C:34]([C:33]2[C:28]([O:27][CH3:26])=[N:29][CH:30]=[CH:31][CH:32]=2)=[O:43])[C:9]([O:11][CH2:12][CH3:13])=[O:10])=[CH:4][CH:3]=1, predict the reactants needed to synthesize it. (5) Given the product [NH2:24][CH2:22][CH2:21][C:8]1([OH:7])[CH2:9][CH2:10][N:11]([CH2:14][C:15]2[CH:20]=[CH:19][CH:18]=[CH:17][CH:16]=2)[CH2:12][CH2:13]1, predict the reactants needed to synthesize it. The reactants are: [H-].[H-].[H-].[H-].[Li+].[Al+3].[OH:7][C:8]1([CH2:21][C:22]([NH2:24])=O)[CH2:13][CH2:12][N:11]([CH2:14][C:15]2[CH:20]=[CH:19][CH:18]=[CH:17][CH:16]=2)[CH2:10][CH2:9]1.